Dataset: Kir2.1 potassium channel HTS with 301,493 compounds. Task: Binary Classification. Given a drug SMILES string, predict its activity (active/inactive) in a high-throughput screening assay against a specified biological target. The drug is S(CCC(=O)NCCc1ccccc1)Cc1c(F)cccc1. The result is 0 (inactive).